This data is from Retrosynthesis with 50K atom-mapped reactions and 10 reaction types from USPTO. The task is: Predict the reactants needed to synthesize the given product. (1) Given the product COC(=O)[C@@H](NC(=O)OC(C)(C)C)c1ccccc1C, predict the reactants needed to synthesize it. The reactants are: CC(C)(C)OC(=O)OC(=O)OC(C)(C)C.COC(=O)[C@@H]([NH3+])c1ccccc1C. (2) The reactants are: CS(=O)(=O)O[C@@H]1C[C@@H](C(=O)CBr)N(C(=O)OCc2ccc([N+](=O)[O-])cc2)C1.NC(N)=S. Given the product CS(=O)(=O)O[C@@H]1C[C@@H](c2csc(N)n2)N(C(=O)OCc2ccc([N+](=O)[O-])cc2)C1, predict the reactants needed to synthesize it. (3) Given the product O=C(O)COc1cc2c(=O)c(Cc3cccnc3)cn3c4cc(Br)ccc4c(c1)c23, predict the reactants needed to synthesize it. The reactants are: CC(C)(C)OC(=O)COc1cc2c(=O)c(Cc3cccnc3)cn3c4cc(Br)ccc4c(c1)c23. (4) Given the product COC(=O)C(C)(C)COc1cc(C)c(-c2ccc(-c3nc(C(F)(F)F)cn3COCC[Si](C)(C)C)nc2)cn1, predict the reactants needed to synthesize it. The reactants are: COC(=O)C(C)(C)COc1cc(C)c(B2OC(C)(C)C(C)(C)O2)cn1.C[Si](C)(C)CCOCn1cc(C(F)(F)F)nc1-c1ccc(Br)cn1.